From a dataset of Forward reaction prediction with 1.9M reactions from USPTO patents (1976-2016). Predict the product of the given reaction. The product is: [C:1]([C:4]1[CH:13]=[CH:12][C:11]([O:14][CH2:20][C:21]2[CH:26]=[CH:25][CH:24]=[CH:23][CH:22]=2)=[C:10]2[C:5]=1[CH:6]=[CH:7][C:8](=[O:15])[NH:9]2)(=[O:3])[CH3:2]. Given the reactants [C:1]([C:4]1[CH:13]=[CH:12][C:11]([OH:14])=[C:10]2[C:5]=1[CH:6]=[CH:7][C:8](=[O:15])[NH:9]2)(=[O:3])[CH3:2].CC(C)=O.[CH2:20](Br)[C:21]1[CH:26]=[CH:25][CH:24]=[CH:23][CH:22]=1, predict the reaction product.